This data is from Reaction yield outcomes from USPTO patents with 853,638 reactions. The task is: Predict the reaction yield, written as a fraction of the theoretical maximum amount of product (1.0 means a 100% yield; for example, 0.34 means a 34% yield). (1) The reactants are C(Cl)(=O)C(Cl)=O.[CH2:7]([O:9][C:10]([C@H:12]1[CH2:17][CH2:16][C@H:15]([N:18]2[C:22]([C:23]([F:26])([F:25])[F:24])=[C:21]([C:27](O)=[O:28])[CH:20]=[N:19]2)[CH2:14][C@H:13]1[CH3:30])=[O:11])[CH3:8].[Cl:31][C:32]1[C:33]([O:47][CH3:48])=[N:34][CH:35]=[C:36]([Cl:46])[C:37]=1[CH2:38][CH2:39][NH:40][CH2:41][C:42]([CH3:45])([CH3:44])[CH3:43].CCN(C(C)C)C(C)C. The catalyst is C(Cl)Cl.CN(C=O)C. The product is [Cl:31][C:32]1[C:33]([O:47][CH3:48])=[N:34][CH:35]=[C:36]([Cl:46])[C:37]=1[CH2:38][CH2:39][N:40]([CH2:41][C:42]([CH3:45])([CH3:43])[CH3:44])[C:27]([C:21]1[CH:20]=[N:19][N:18]([C@H:15]2[CH2:16][CH2:17][C@H:12]([C:10]([O:9][CH2:7][CH3:8])=[O:11])[C@H:13]([CH3:30])[CH2:14]2)[C:22]=1[C:23]([F:24])([F:26])[F:25])=[O:28]. The yield is 0.820. (2) The reactants are Br[CH:2]([C:4]1[CH:5]=[C:6]([C:22]([N:24]([CH3:26])[CH3:25])=[O:23])[CH:7]=[C:8]2[C:13]=1[O:12][C:11]([N:14]1[CH2:19][CH2:18][O:17][C@@H:16]([CH3:20])[CH2:15]1)=[CH:10][C:9]2=[O:21])[CH3:3].[F:27][C:28]1[CH:34]=[CH:33][C:31]([NH2:32])=[CH:30][CH:29]=1. The catalyst is CC(N(C)C)=O. The product is [F:27][C:28]1[CH:34]=[CH:33][C:31]([NH:32][CH:2]([C:4]2[CH:5]=[C:6]([C:22]([N:24]([CH3:26])[CH3:25])=[O:23])[CH:7]=[C:8]3[C:13]=2[O:12][C:11]([N:14]2[CH2:19][CH2:18][O:17][C@@H:16]([CH3:20])[CH2:15]2)=[CH:10][C:9]3=[O:21])[CH3:3])=[CH:30][CH:29]=1. The yield is 0.510. (3) The reactants are [C:1]([O:5][C:6]([NH:8][C:9]1[S:13][CH:12]=[N:11][C:10]=1[C:14]([OH:16])=[O:15])=[O:7])([CH3:4])([CH3:3])[CH3:2].C1C(=O)N([Br:24])C(=O)C1. The catalyst is C(Cl)Cl. The product is [Br:24][C:12]1[S:13][C:9]([NH:8][C:6]([O:5][C:1]([CH3:4])([CH3:2])[CH3:3])=[O:7])=[C:10]([C:14]([OH:16])=[O:15])[N:11]=1. The yield is 0.700. (4) The reactants are [F:1][CH:2]1C(=O)[CH2:6][CH2:5][N:4]([C:9]2[CH:14]=[CH:13][C:12]([N+:15]([O-:17])=[O:16])=[CH:11][C:10]=2[F:18])[CH2:3]1.[CH3:19][O:20][CH:21](OC)[O:22][CH3:23].O.C1(C)C=CC(S(O)(=O)=O)=CC=1. The catalyst is CO. The product is [CH3:19][O:20][C:21]1([O:22][CH3:23])[CH2:6][CH2:5][N:4]([C:9]2[CH:14]=[CH:13][C:12]([N+:15]([O-:17])=[O:16])=[CH:11][C:10]=2[F:18])[CH2:3][CH:2]1[F:1]. The yield is 0.780. (5) The reactants are [O:1]=[CH:2][C@@H:3]([C@H:5]([C@@H:7]([C@@H:9]([CH2:11][OH:12])[OH:10])[OH:8])[OH:6])[OH:4].[CH2:13]([O:20][C:21]1[CH:22]=[C:23]([CH:27]=[C:28]([O:38][CH2:39][C:40]2[CH:45]=[CH:44][CH:43]=[CH:42][CH:41]=2)[C:29]=1[O:30][CH2:31][C:32]1[CH:37]=[CH:36][CH:35]=[CH:34][CH:33]=1)[C:24]([OH:26])=O)[C:14]1[CH:19]=[CH:18][CH:17]=[CH:16][CH:15]=1.CCN=C=N[CH2:51][CH2:52][CH2:53]N(C)C.Cl. The catalyst is CN(C1C=CN=CC=1)C.C(Cl)Cl. The product is [C:14]1([CH2:13][O:20][C:21]2[CH:22]=[C:23]([CH:27]=[C:28]([O:38][CH2:39][C:40]3[CH:41]=[CH:42][CH:43]=[CH:44][CH:45]=3)[C:29]=2[O:30][CH2:31][C:32]2[CH:37]=[CH:36][CH:35]=[CH:34][CH:33]=2)[C:24]([O:1][C@@H:2]2[O:10][C@H:9]([CH2:11][O:12][C:24](=[O:26])[C:23]3[CH:22]=[C:21]([O:20][CH2:13][C:14]4[CH:19]=[CH:18][CH:17]=[CH:16][CH:15]=4)[C:29]([O:30][CH2:31][C:32]4[CH:37]=[CH:36][CH:35]=[CH:34][CH:33]=4)=[C:28]([O:38][CH2:39][C:51]4[CH:52]=[CH:53][CH:41]=[CH:40][CH:45]=4)[CH:27]=3)[C@@H:7]([O:8][C:24](=[O:26])[C:23]3[CH:27]=[C:28]([O:38][CH2:39][C:40]4[CH:45]=[CH:44][CH:43]=[CH:42][CH:41]=4)[C:29]([O:30][CH2:31][C:32]4[CH:33]=[CH:34][CH:35]=[CH:36][CH:37]=4)=[C:21]([O:20][CH2:13][C:14]4[CH:15]=[CH:16][CH:17]=[CH:18][CH:19]=4)[CH:22]=3)[C@H:5]([O:6][C:24](=[O:26])[C:23]3[CH:27]=[C:28]([O:38][CH2:39][C:40]4[CH:45]=[CH:44][CH:43]=[CH:42][CH:41]=4)[C:29]([O:30][CH2:31][C:32]4[CH:33]=[CH:34][CH:35]=[CH:36][CH:37]=4)=[C:21]([O:20][CH2:13][C:14]4[CH:15]=[CH:16][CH:17]=[CH:18][CH:19]=4)[CH:22]=3)[C@H:3]2[O:4][C:24](=[O:26])[C:23]2[CH:27]=[C:28]([O:38][CH2:39][C:40]3[CH:45]=[CH:44][CH:43]=[CH:42][CH:41]=3)[C:29]([O:30][CH2:31][C:32]3[CH:33]=[CH:34][CH:35]=[CH:36][CH:37]=3)=[C:21]([O:20][CH2:13][C:14]3[CH:15]=[CH:16][CH:17]=[CH:18][CH:19]=3)[CH:22]=2)=[O:26])[CH:19]=[CH:18][CH:17]=[CH:16][CH:15]=1. The yield is 0.0900. (6) The reactants are [Cl:1][C:2]1[CH:3]=[CH:4][C:5]([CH:12]=O)=[C:6]([CH:11]=1)[C:7]([O:9][CH3:10])=[O:8].[N:14]1([C:20]([O:22][C:23]([CH3:26])([CH3:25])[CH3:24])=[O:21])[CH2:19][CH2:18][NH:17][CH2:16][CH2:15]1.C(O[BH-](OC(=O)C)OC(=O)C)(=O)C.[Na+]. The catalyst is ClCCCl. The product is [Cl:1][C:2]1[CH:3]=[CH:4][C:5]([CH2:12][N:17]2[CH2:16][CH2:15][N:14]([C:20]([O:22][C:23]([CH3:26])([CH3:25])[CH3:24])=[O:21])[CH2:19][CH2:18]2)=[C:6]([C:7]([O:9][CH3:10])=[O:8])[CH:11]=1. The yield is 0.510. (7) The yield is 0.700. The reactants are [C:1]1([S:7]([N:10]2[CH:14]=[CH:13][C:12]([CH2:15][CH2:16][CH:17]([OH:19])[CH3:18])=[CH:11]2)(=[O:9])=[O:8])[CH:6]=[CH:5][CH:4]=[CH:3][CH:2]=1.CCN(CC)CC.Cl[S:28]([N:31]=C=O)(=[O:30])=[O:29].C(O)=O. The catalyst is C(Cl)Cl. The product is [S:28](=[O:30])(=[O:29])([O:19][CH:17]([CH2:16][CH2:15][C:12]1[CH:13]=[CH:14][N:10]([S:7]([C:1]2[CH:6]=[CH:5][CH:4]=[CH:3][CH:2]=2)(=[O:8])=[O:9])[CH:11]=1)[CH3:18])[NH2:31]. (8) The reactants are [CH3:1][N:2]1[CH:6]=[CH:5][CH:4]=[N:3]1.CN(C)CCN(C)C.C([Li])CCC.[CH:20]12[O:26][CH:21]1[CH2:22][CH2:23][CH2:24][CH2:25]2. The catalyst is C1COCC1.O. The product is [CH3:1][N:2]1[C:6]([C@H:20]2[CH2:25][CH2:24][CH2:23][CH2:22][C@@H:21]2[OH:26])=[CH:5][CH:4]=[N:3]1. The yield is 0.550.